From a dataset of Forward reaction prediction with 1.9M reactions from USPTO patents (1976-2016). Predict the product of the given reaction. (1) Given the reactants [CH2:1]([O:8][CH2:9][CH2:10][CH2:11][C@H:12]1[CH2:16][CH2:15][NH:14][CH2:13]1)[C:2]1[CH:7]=[CH:6][CH:5]=[CH:4][CH:3]=1.Br[C:18]1[CH:19]=[N:20][CH:21]=[C:22]([O:24][CH2:25][C@@H:26]2[CH2:30][CH2:29][CH2:28][N:27]2[C:31]([O:33][C:34]([CH3:37])([CH3:36])[CH3:35])=[O:32])[CH:23]=1.CC(C)([O-])C.[Na+].C1(P(C2C=CC=CC=2)C2C3OC4C(=CC=CC=4P(C4C=CC=CC=4)C4C=CC=CC=4)C(C)(C)C=3C=CC=2)C=CC=CC=1, predict the reaction product. The product is: [CH2:1]([O:8][CH2:9][CH2:10][CH2:11][C@H:12]1[CH2:16][CH2:15][N:14]([C:18]2[CH:19]=[N:20][CH:21]=[C:22]([O:24][CH2:25][C@@H:26]3[CH2:30][CH2:29][CH2:28][N:27]3[C:31]([O:33][C:34]([CH3:37])([CH3:36])[CH3:35])=[O:32])[CH:23]=2)[CH2:13]1)[C:2]1[CH:7]=[CH:6][CH:5]=[CH:4][CH:3]=1. (2) Given the reactants [CH2:1]([O:3][C:4]1[CH:13]=[C:12]([OH:14])[C:11]2[C:6](=[C:7](C)[C:8]([O:15][CH3:16])=[CH:9][CH:10]=2)[N:5]=1)[CH3:2].[Br:18]C1C(OC)=CC=CC=1N, predict the reaction product. The product is: [Br:18][C:7]1[C:8]([O:15][CH3:16])=[CH:9][CH:10]=[C:11]2[C:6]=1[N:5]=[C:4]([O:3][CH2:1][CH3:2])[CH:13]=[C:12]2[OH:14].